From a dataset of Forward reaction prediction with 1.9M reactions from USPTO patents (1976-2016). Predict the product of the given reaction. (1) Given the reactants [Br:1][C:2]1[CH:11]=[C:10]2[C:5]([NH:6][C:7](=[O:12])[CH:8]=[N:9]2)=[CH:4][CH:3]=1.Cl[C:14]([O:16][CH:17]([CH3:19])[CH3:18])=[O:15].C1(C)C=CC=CC=1, predict the reaction product. The product is: [Br:1][C:2]1[CH:11]=[C:10]2[C:5]([NH:6][C:7](=[O:12])[CH2:8][N:9]2[C:14]([O:16][CH:17]([CH3:19])[CH3:18])=[O:15])=[CH:4][CH:3]=1. (2) The product is: [ClH:1].[ClH:1].[Cl:1][C:2]1[CH:3]=[C:4]([NH:17][C:18]2[C:19]3[N:26]([CH2:27][CH2:28][CH2:29][N:37]([CH3:38])[CH3:36])[CH:25]=[CH:24][C:20]=3[N:21]=[CH:22][N:23]=2)[CH:5]=[CH:6][C:7]=1[O:8][CH2:9][C:10]1[CH:15]=[CH:14][CH:13]=[C:12]([F:16])[CH:11]=1. Given the reactants [Cl:1][C:2]1[CH:3]=[C:4]([NH:17][C:18]2[C:19]3[N:26]([CH2:27][CH2:28][CH2:29]Cl)[CH:25]=[CH:24][C:20]=3[N:21]=[CH:22][N:23]=2)[CH:5]=[CH:6][C:7]=1[O:8][CH2:9][C:10]1[CH:15]=[CH:14][CH:13]=[C:12]([F:16])[CH:11]=1.C(=O)([O-])O.[Na+].[CH3:36][NH:37][CH3:38].O1CCCC1, predict the reaction product. (3) Given the reactants C([O:8][C:9]([C@@H:11]1[CH2:15][CH2:14][CH2:13][N:12]1[C:16](=[O:26])[CH2:17][NH:18][C:19]([O:21][C:22]([CH3:25])([CH3:24])[CH3:23])=[O:20])=[O:10])C1C=CC=CC=1.C(OC(N[C@H](C1C=CC=CC=1)C(N1CCC[C@H]1C(O)=O)=O)=O)(C)(C)C, predict the reaction product. The product is: [C:22]([O:21][C:19]([NH:18][CH2:17][C:16]([N:12]1[CH2:13][CH2:14][CH2:15][C@H:11]1[C:9]([OH:10])=[O:8])=[O:26])=[O:20])([CH3:25])([CH3:23])[CH3:24]. (4) Given the reactants [Cl:1][C:2]1[N:10](CC=C)[C:9]2[C:8](=[O:14])[NH:7][C:6](=[O:15])[N:5]([CH2:16][CH3:17])[C:4]=2[N:3]=1.[C:18]1([CH2:24][C:25]2[N:29]=[C:28]([CH2:30][CH2:31][CH2:32]O)[O:27][N:26]=2)[CH:23]=[CH:22][CH:21]=[CH:20][CH:19]=1.C1(P(C2C=CC=CC=2)C2C=CC=CC=2)C=CC=CC=1.C1C=CC(COC(/N=N/C(OCC2C=CC=CC=2)=O)=O)=CC=1.N1CCOCC1, predict the reaction product. The product is: [Cl:1][C:2]1[NH:10][C:9]2[C:8](=[O:14])[N:7]([CH2:32][CH2:31][CH2:30][C:28]3[O:27][N:26]=[C:25]([CH2:24][C:18]4[CH:23]=[CH:22][CH:21]=[CH:20][CH:19]=4)[N:29]=3)[C:6](=[O:15])[N:5]([CH2:16][CH3:17])[C:4]=2[N:3]=1. (5) Given the reactants C([Li])CCC.Br[C:7]1[CH:12]=[CH:11][C:10]([C:13]2[CH:18]=[CH:17][C:16]([Cl:19])=[CH:15][CH:14]=2)=[CH:9][C:8]=1[CH2:20][CH3:21].[B:22](OC)([O:25]C)[O:23]C.Cl, predict the reaction product. The product is: [Cl:19][C:16]1[CH:17]=[CH:18][C:13]([C:10]2[CH:9]=[C:8]([CH2:20][CH3:21])[C:7]([B:22]([OH:25])[OH:23])=[CH:12][CH:11]=2)=[CH:14][CH:15]=1.